This data is from Serine/threonine kinase 33 screen with 319,792 compounds. The task is: Binary Classification. Given a drug SMILES string, predict its activity (active/inactive) in a high-throughput screening assay against a specified biological target. (1) The drug is S1(=O)(=O)CC(N(Cc2occc2)C(=O)c2ccc(S(=O)(=O)N3CCCC3)cc2)CC1. The result is 0 (inactive). (2) The compound is S(CC(=O)NCC1OCCC1)c1n(N)c(nn1)c1ccc(OC(F)F)cc1. The result is 0 (inactive). (3) The molecule is o1c2CC(CC(O)c2c(c1C(=O)N(c1ccccc1)C)C)(C)C. The result is 0 (inactive). (4) The compound is s1c(N(CCCN(C)C)C(=O)c2sc3c(c2)cc([N+]([O-])=O)cc3)nc2c1cc1OCCOc1c2. The result is 0 (inactive). (5) The molecule is S(Oc1ccc(cc1)/C=N\NC(=O)CC#N)(=O)(=O)c1ccccc1. The result is 0 (inactive). (6) The molecule is [O-][N+](=O)c1cc(CN(Cc2c3c(ccc2)cccc3)C)ccc1. The result is 0 (inactive). (7) The molecule is S1(=O)(=O)c2c(C(=O)c3c1cccc3)ccc(c2)C(=O)NCc1occc1. The result is 0 (inactive). (8) The compound is s1c(c(c(c1NC(=S)Nc1ccccc1)C(OCC)=O)C)C. The result is 0 (inactive). (9) The compound is s1c(nn2c1=NC(=O)C(/C2=N)=C\c1ccc(OCc2ccccc2)cc1)CC(=O)N1CCOCC1. The result is 0 (inactive).